From a dataset of Forward reaction prediction with 1.9M reactions from USPTO patents (1976-2016). Predict the product of the given reaction. (1) Given the reactants [CH3:1][O:2][C:3](=[O:64])[NH:4][CH:5]([C:9]([N:11]1[CH2:15][CH2:14][CH2:13][CH:12]1[C:16]1[NH:17][C:18]([C:21]2[CH:30]=[CH:29][C:28]3[C:23](=[CH:24][CH:25]=[C:26]([C:31]4[CH:36]=[CH:35][C:34]([C:37]5[NH:38][C:39]([CH:42]6[CH2:46][CH2:45][CH2:44][N:43]6[C:47](=[O:63])[CH:48]([NH:55][C:56]([O:58][C:59](C)(C)C)=[O:57])[C:49]6[CH:54]=[CH:53][CH:52]=[CH:51][CH:50]=6)=[N:40][CH:41]=5)=[CH:33][CH:32]=4)[CH:27]=3)[CH:22]=2)=[CH:19][N:20]=1)=[O:10])[CH:6]([CH3:8])[CH3:7].[CH3:65]OC(NC(C1C=CC=CC=1C)C(O)=O)=O, predict the reaction product. The product is: [CH3:1][O:2][C:3](=[O:64])[NH:4][CH:5]([C:9]([N:11]1[CH2:15][CH2:14][CH2:13][CH:12]1[C:16]1[NH:17][C:18]([C:21]2[CH:30]=[CH:29][C:28]3[C:23](=[CH:24][CH:25]=[C:26]([C:31]4[CH:36]=[CH:35][C:34]([C:37]5[NH:38][C:39]([CH:42]6[CH2:46][CH2:45][CH2:44][N:43]6[C:47](=[O:63])[CH:48]([NH:55][C:56]([O:58][CH3:59])=[O:57])[C:49]6[CH:54]=[CH:53][CH:52]=[CH:51][C:50]=6[CH3:65])=[N:40][CH:41]=5)=[CH:33][CH:32]=4)[CH:27]=3)[CH:22]=2)=[CH:19][N:20]=1)=[O:10])[CH:6]([CH3:8])[CH3:7]. (2) Given the reactants [F:1][C:2]1[CH:7]=[CH:6][CH:5]=[CH:4][C:3]=1[N:8]=[C:9]=[O:10].[NH2:11][C:12]1[CH:17]=[CH:16][C:15]([C:18]2[CH:22]=[C:21]([C:23]([NH:25][CH2:26][CH2:27][CH2:28][C:29]([O:31][CH3:32])=[O:30])=[O:24])[O:20][N:19]=2)=[CH:14][CH:13]=1, predict the reaction product. The product is: [F:1][C:2]1[CH:7]=[CH:6][CH:5]=[CH:4][C:3]=1[NH:8][C:9](=[O:10])[NH:11][C:12]1[CH:13]=[CH:14][C:15]([C:18]2[CH:22]=[C:21]([C:23]([NH:25][CH2:26][CH2:27][CH2:28][C:29]([O:31][CH3:32])=[O:30])=[O:24])[O:20][N:19]=2)=[CH:16][CH:17]=1.